Dataset: Forward reaction prediction with 1.9M reactions from USPTO patents (1976-2016). Task: Predict the product of the given reaction. (1) Given the reactants [CH3:1][CH:2]1[CH2:7][CH2:6][NH:5][CH2:4][CH2:3]1.C(N(CC)CC)C.[Br:15][C:16]1[CH:17]=[C:18]2[C:23](=[CH:24][CH:25]=1)[N:22]=[C:21](Cl)[CH:20]=[C:19]2[CH3:27], predict the reaction product. The product is: [Br:15][C:16]1[CH:17]=[C:18]2[C:23](=[CH:24][CH:25]=1)[N:22]=[C:21]([N:5]1[CH2:6][CH2:7][CH:2]([CH3:1])[CH2:3][CH2:4]1)[CH:20]=[C:19]2[CH3:27]. (2) Given the reactants [C:1]([O:4][CH2:5][CH2:6][O:7][CH:8]([O:42][CH2:43][CH2:44][O:45][C:46](=[O:48])[CH3:47])[O:9][C@@H:10]1[C@H:14]([O:15][Si](C(C)(C)C)(C)C)[C@@H:13]([CH:23](I)O)[O:12][C@H:11]1[N:26]1[C:41]2[N:40]=[C:33]([NH:34][C:35](=[O:39])[CH:36]([CH3:38])[CH3:37])[NH:32][C:30](=[O:31])[C:29]=2[N:28]=[CH:27]1)(=[O:3])[CH3:2].CCN(C(C)C)C(C)C.CCCC[N+](CCCC)(CCCC)CCCC.[F-], predict the reaction product. The product is: [C:1]([O:4][CH2:5][CH2:6][O:7][CH:8]([O:42][CH2:43][CH2:44][O:45][C:46](=[O:48])[CH3:47])[O:9][C@@H:10]1[C@H:14]([OH:15])[C@@H:13]([CH3:23])[O:12][C@H:11]1[N:26]1[C:41]2[N:40]=[C:33]([NH:34][C:35](=[O:39])[CH:36]([CH3:37])[CH3:38])[NH:32][C:30](=[O:31])[C:29]=2[N:28]=[CH:27]1)(=[O:3])[CH3:2]. (3) Given the reactants [NH2:1][C:2]1[CH:7]=[CH:6][C:5]([C:8]2[N:13]=[C:12]([N:14]3[CH2:20][CH:19]4[O:21][CH:16]([CH2:17][CH2:18]4)[CH2:15]3)[N:11]=[C:10]([C:22]3[CH:27]=[CH:26][C:25]([NH:28][C:29]([NH:31][CH3:32])=[O:30])=[CH:24][CH:23]=3)[N:9]=2)=[CH:4][CH:3]=1.[N:33]1[CH:38]=[CH:37][C:36]([NH:39][C:40](=O)[O:41]C2C=CC=CC=2)=[CH:35][CH:34]=1, predict the reaction product. The product is: [CH3:32][NH:31][C:29]([NH:28][C:25]1[CH:26]=[CH:27][C:22]([C:10]2[N:11]=[C:12]([N:14]3[CH2:20][CH:19]4[O:21][CH:16]([CH2:17][CH2:18]4)[CH2:15]3)[N:13]=[C:8]([C:5]3[CH:4]=[CH:3][C:2]([NH:1][C:40](=[O:41])[NH:39][C:36]4[CH:37]=[CH:38][N:33]=[CH:34][CH:35]=4)=[CH:7][CH:6]=3)[N:9]=2)=[CH:23][CH:24]=1)=[O:30]. (4) Given the reactants C[O:2][C:3]([C:5]1[CH:10]=[CH:9][C:8]([C:11]2[CH:16]=[CH:15][CH:14]=[CH:13][C:12]=2[F:17])=[CH:7][C:6]=1[NH2:18])=[O:4].[OH-].[Na+], predict the reaction product. The product is: [NH2:18][C:6]1[CH:7]=[C:8]([C:11]2[CH:16]=[CH:15][CH:14]=[CH:13][C:12]=2[F:17])[CH:9]=[CH:10][C:5]=1[C:3]([OH:4])=[O:2]. (5) Given the reactants [CH3:1][N:2]([CH2:4][C:5]1[CH:6]=[CH:7][C:8]2[C:17]3[NH:16][CH2:15][CH2:14][CH2:13][C:12]=3[C:11](=[O:18])[N:10](COC)[C:9]=2[CH:22]=1)[CH3:3].[ClH:23], predict the reaction product. The product is: [ClH:23].[ClH:23].[CH3:3][N:2]([CH2:4][C:5]1[CH:6]=[CH:7][C:8]2[C:17]3[NH:16][CH2:15][CH2:14][CH2:13][C:12]=3[C:11](=[O:18])[NH:10][C:9]=2[CH:22]=1)[CH3:1]. (6) Given the reactants C(O)(=O)C=C.[C:6]1([C:12]([CH:14]([C:16]2[CH:21]=[CH:20][CH:19]=[CH:18][CH:17]=2)[OH:15])=[O:13])[CH:11]=[CH:10][CH:9]=[CH:8][CH:7]=1, predict the reaction product. The product is: [C:6]1([C:12]([CH:14]([C:16]2[CH:21]=[CH:20][CH:19]=[CH:18][CH:17]=2)[OH:15])=[O:13])[CH:7]=[CH:8][CH:9]=[CH:10][CH:11]=1. (7) Given the reactants [Cl:1][C:2]1[CH:3]=[C:4]([N:8]2[CH2:13][CH2:12][CH:11]([C:14]([OH:16])=O)[CH2:10][CH2:9]2)[CH:5]=[CH:6][CH:7]=1.[OH:17][C@H:18]1[CH2:27][C:26]2[C:25]([NH2:28])=[CH:24][CH:23]=[CH:22][C:21]=2[CH2:20][CH2:19]1.ON1C2C=CC=CC=2N=N1.Cl.CN(C)CCCN=C=NCC, predict the reaction product. The product is: [Cl:1][C:2]1[CH:3]=[C:4]([N:8]2[CH2:9][CH2:10][CH:11]([C:14]([NH:28][C:25]3[C:26]4[CH2:27][C@H:18]([OH:17])[CH2:19][CH2:20][C:21]=4[CH:22]=[CH:23][CH:24]=3)=[O:16])[CH2:12][CH2:13]2)[CH:5]=[CH:6][CH:7]=1. (8) The product is: [ClH:31].[CH2:1]([N:8]1[C:12]2=[C:13]([N:19]3[CH2:28][CH2:27][C:26]4[C:21](=[CH:22][CH:23]=[CH:24][CH:25]=4)[CH2:20]3)[N:14]=[C:15]([CH2:17][OH:18])[CH:16]=[C:11]2[C:10]([CH3:29])=[C:9]1[CH3:30])[C:2]1[CH:3]=[CH:4][CH:5]=[CH:6][CH:7]=1. Given the reactants [CH2:1]([N:8]1[C:12]2=[C:13]([N:19]3[CH2:28][CH2:27][C:26]4[C:21](=[CH:22][CH:23]=[CH:24][CH:25]=4)[CH2:20]3)[N:14]=[C:15]([CH2:17][OH:18])[CH:16]=[C:11]2[C:10]([CH3:29])=[C:9]1[CH3:30])[C:2]1[CH:7]=[CH:6][CH:5]=[CH:4][CH:3]=1.[ClH:31], predict the reaction product. (9) Given the reactants [C:1]([C:4]1[CH:9]=[CH:8][N:7]=[CH:6][CH:5]=1)(=O)[CH3:2].C[N:11]([CH:13](OC)OC)C.Cl.[Br:19][C:20]1[CH:25]=[CH:24][C:23]([NH:26]N)=[CH:22][CH:21]=1.C(O)(=O)C.C([O-])(O)=O.[Na+], predict the reaction product. The product is: [Br:19][C:20]1[CH:25]=[CH:24][C:23]([N:26]2[C:1]([C:4]3[CH:9]=[CH:8][N:7]=[CH:6][CH:5]=3)=[CH:2][CH:13]=[N:11]2)=[CH:22][CH:21]=1. (10) Given the reactants Cl[C:2]1[C:3]2[S:10][CH:9]=[CH:8][C:4]=2[N:5]=[CH:6][N:7]=1.FC1C=C([N+]([O-])=O)C=CC=1OC1C2SC(C(NCCN3CCOCC3)=O)=CC=2N=CN=1.[Cl:42][C:43]1[CH:44]=[C:45]([OH:52])[CH:46]=[CH:47][C:48]=1[N+:49]([O-:51])=[O:50], predict the reaction product. The product is: [Cl:42][C:43]1[CH:44]=[C:45]([CH:46]=[CH:47][C:48]=1[N+:49]([O-:51])=[O:50])[O:52][C:2]1[C:3]2[S:10][CH:9]=[CH:8][C:4]=2[N:5]=[CH:6][N:7]=1.